This data is from Catalyst prediction with 721,799 reactions and 888 catalyst types from USPTO. The task is: Predict which catalyst facilitates the given reaction. (1) Reactant: [NH2:1][C:2]1[C:3]([C:10]([OH:12])=O)=[N:4][O:5][C:6]=1[CH:7]([CH3:9])[CH3:8].[Cl:13][C:14]1[CH:19]=[CH:18][C:17]([C@H:20]2[CH2:25][CH2:24][NH:23][C:22](SC)=[N:21]2)=[CH:16][CH:15]=1.CN(C(ON1N=NC2C=CC=CC1=2)=[N+](C)C)C.[B-](F)(F)(F)F.CCN(C(C)C)C(C)C. Product: [Cl:13][C:14]1[CH:15]=[CH:16][C:17]([C@H:20]2[CH2:25][CH2:24][N:23]3[C:10](=[O:12])[C:3]4[C:2](=[C:6]([CH:7]([CH3:8])[CH3:9])[O:5][N:4]=4)[NH:1][C:22]3=[N:21]2)=[CH:18][CH:19]=1. The catalyst class is: 3. (2) Reactant: [CH2:1]([N:8]1[C:16]2[C:11](=[N:12][C:13]([N:17](C(OC(C)(C)C)=O)[NH:18][C:19](OC(C)(C)C)=O)=[CH:14][CH:15]=2)[CH:10]=[C:9]1[CH2:33][O:34][Si](C(C)(C)C)(C)C)[C:2]1[CH:7]=[CH:6][CH:5]=[CH:4][CH:3]=1.[OH-].[Na+].[CH3:44]C(O)=O. Product: [CH2:1]([N:8]1[C:16]2[CH:15]=[CH:14][C:13]3[N:12]([C:19]([CH3:44])=[N:18][N:17]=3)[C:11]=2[CH:10]=[C:9]1[CH2:33][OH:34])[C:2]1[CH:7]=[CH:6][CH:5]=[CH:4][CH:3]=1. The catalyst class is: 20. (3) Reactant: [NH:1]1[CH2:6][CH2:5][CH:4]([C:7]2[CH:8]=[CH:9][C:10]3[O:19][CH2:18][CH2:17][C:16]4[N:12]([N:13]=[C:14]([C:20]5[N:21]([CH2:25][C:26]([F:29])([F:28])[F:27])[N:22]=[CH:23][N:24]=5)[CH:15]=4)[C:11]=3[CH:30]=2)[CH2:3][CH2:2]1.C(=O)([O-])[O-].[K+].[K+].Br[CH2:38][CH2:39][O:40]C1CCCCO1.Cl. Product: [F:28][C:26]([F:29])([F:27])[CH2:25][N:21]1[C:20]([C:14]2[CH:15]=[C:16]3[N:12]([C:11]4[CH:30]=[C:7]([CH:4]5[CH2:3][CH2:2][N:1]([CH2:38][CH2:39][OH:40])[CH2:6][CH2:5]5)[CH:8]=[CH:9][C:10]=4[O:19][CH2:18][CH2:17]3)[N:13]=2)=[N:24][CH:23]=[N:22]1. The catalyst class is: 121. (4) Reactant: Cl[C:2]1[CH:7]=[CH:6][N:5]=[C:4]2[NH:8][CH:9]=[CH:10][C:3]=12.[F:11][C:12]1[CH:17]=[C:16]([N+:18]([O-:20])=[O:19])[CH:15]=[CH:14][C:13]=1[OH:21].C(N(CC)C(C)C)(C)C. Product: [F:11][C:12]1[CH:17]=[C:16]([N+:18]([O-:20])=[O:19])[CH:15]=[CH:14][C:13]=1[O:21][C:2]1[CH:7]=[CH:6][N:5]=[C:4]2[NH:8][CH:9]=[CH:10][C:3]=12. The catalyst class is: 514. (5) Reactant: [CH3:1][C:2]1[CH:8]=[CH:7][CH:6]=[C:5]([CH3:9])[C:3]=1[NH2:4].C1(C)C=CC=CC=1.C(=O)([O-])[O-].[Na+].[Na+].[Cl:23][CH2:24][C:25](Cl)=[O:26]. Product: [Cl:23][CH2:24][C:25]([NH:4][C:3]1[C:5]([CH3:9])=[CH:6][CH:7]=[CH:8][C:2]=1[CH3:1])=[O:26]. The catalyst class is: 6. (6) The catalyst class is: 11. Reactant: [Br:1][C:2]1[S:6][C:5]([C:7]2[N:8]([C:17]3[CH:22]=[C:21]([Cl:23])[CH:20]=[CH:19][C:18]=3[Cl:24])[CH2:9][C:10]([C:13]([F:16])([F:15])[F:14])(O)[N:11]=2)=[CH:4][CH:3]=1.O.C1(C)C=CC(S(O)(=O)=O)=CC=1. Product: [Br:1][C:2]1[S:6][C:5]([C:7]2[N:8]([C:17]3[CH:22]=[C:21]([Cl:23])[CH:20]=[CH:19][C:18]=3[Cl:24])[CH:9]=[C:10]([C:13]([F:16])([F:15])[F:14])[N:11]=2)=[CH:4][CH:3]=1. (7) Reactant: [F:1][C:2]1[CH:3]=[C:4]([S:8]([C:11]2[S:15][C:14]([CH2:16][N:17](C)[C:18](=O)OC(C)(C)C)=[N:13][C:12]=2[C:26]2[C:27]([F:32])=[N:28][CH:29]=[CH:30][CH:31]=2)(=[O:10])=[O:9])[CH:5]=[CH:6][CH:7]=1.C(OCC)(=O)C.[ClH:39]. Product: [ClH:39].[F:1][C:2]1[CH:3]=[C:4]([S:8]([C:11]2[S:15][C:14]([CH2:16][NH:17][CH3:18])=[N:13][C:12]=2[C:26]2[C:27]([F:32])=[N:28][CH:29]=[CH:30][CH:31]=2)(=[O:9])=[O:10])[CH:5]=[CH:6][CH:7]=1. The catalyst class is: 8.